Dataset: Catalyst prediction with 721,799 reactions and 888 catalyst types from USPTO. Task: Predict which catalyst facilitates the given reaction. (1) Reactant: [C:1]([C:4]1[CH:9]=[CH:8][C:7]([C:10]2[N:11]=[C:12]([N:16]3[CH2:21][CH2:20][N:19]([C:22](O)=O)[CH2:18][CH2:17]3)[S:13][C:14]=2[CH3:15])=[CH:6][CH:5]=1)([OH:3])=[O:2].CC(O)=O.C(O[Na])(C)=O.C=O.[BH3-]C#N.[Na+]. Product: [CH3:15][C:14]1[S:13][C:12]([N:16]2[CH2:17][CH2:18][N:19]([CH3:22])[CH2:20][CH2:21]2)=[N:11][C:10]=1[C:7]1[CH:8]=[CH:9][C:4]([C:1]([OH:3])=[O:2])=[CH:5][CH:6]=1. The catalyst class is: 89. (2) Reactant: [N:1]1([C:7](=[NH:9])[NH2:8])[CH2:6][CH2:5][CH2:4][CH2:3][CH2:2]1.[C:10]([CH:18]([CH:24]([CH2:30][CH2:31][CH3:32])[C:25]([O:27]CC)=[O:26])[C:19](OCC)=[O:20])(=O)[C:11]1[CH:16]=[CH:15][CH:14]=[CH:13][CH:12]=1.C[O-].[Na+]. Product: [O:20]=[C:19]1[NH:8][C:7]([N:1]2[CH2:6][CH2:5][CH2:4][CH2:3][CH2:2]2)=[N:9][C:10]([C:11]2[CH:12]=[CH:13][CH:14]=[CH:15][CH:16]=2)=[C:18]1[CH:24]([CH2:30][CH2:31][CH3:32])[C:25]([OH:27])=[O:26]. The catalyst class is: 5. (3) Reactant: [Br:1][CH2:2][C:3]1[CH:11]=[CH:10][CH:9]=[CH:8][C:4]=1[C:5](O)=[O:6].S(Cl)([Cl:14])=O. The catalyst class is: 5. Product: [Br:1][CH2:2][C:3]1[CH:11]=[CH:10][CH:9]=[CH:8][C:4]=1[C:5]([Cl:14])=[O:6]. (4) Reactant: [S:1]1[CH:5]=[C:4]([CH2:6][C:7](O)=[O:8])[C:3]2[CH:10]=[CH:11][CH:12]=[CH:13][C:2]1=2.[Li].C(O)C. Product: [S:1]1[CH:5]=[C:4]([CH2:6][CH2:7][OH:8])[C:3]2[CH:10]=[CH:11][CH:12]=[CH:13][C:2]1=2. The catalyst class is: 7. (5) Reactant: [OH:1][C:2]1[CH:6]=[C:5]([C:7]([O:9][CH3:10])=[O:8])[O:4][N:3]=1.CI.[C:13](=O)([O-])[O-].[K+].[K+].Cl. Product: [CH3:13][O:1][C:2]1[CH:6]=[C:5]([C:7]([O:9][CH3:10])=[O:8])[O:4][N:3]=1. The catalyst class is: 9. (6) Reactant: [C:1]([C:5]1[CH:16]=[CH:15][C:8]([CH2:9][NH:10]C(=O)C[Cl:13])=[C:7]([OH:17])[CH:6]=1)([CH3:4])([CH3:3])[CH3:2]. Product: [ClH:13].[NH2:10][CH2:9][C:8]1[CH:15]=[CH:16][C:5]([C:1]([CH3:3])([CH3:2])[CH3:4])=[CH:6][C:7]=1[OH:17]. The catalyst class is: 811. (7) Reactant: [C:1]([O:5][C:6]([N:8]([C:16]1[C@@:22]2([CH2:26][F:27])[S:23](=[O:25])(=[O:24])[C@H:19]([CH2:20][CH2:21]2)[C@:18]([C:29]2[CH:34]=[C:33]([N+:35]([O-])=O)[CH:32]=[CH:31][C:30]=2[F:38])([CH3:28])[N:17]=1)[C:9](=[O:15])[O:10][C:11]([CH3:14])([CH3:13])[CH3:12])=[O:7])([CH3:4])([CH3:3])[CH3:2].C(OCC)(=O)C. Product: [NH2:35][C:33]1[CH:32]=[CH:31][C:30]([F:38])=[C:29]([C@@:18]2([CH3:28])[N:17]=[C:16]([N:8]([C:6]([O:5][C:1]([CH3:2])([CH3:3])[CH3:4])=[O:7])[C:9](=[O:15])[O:10][C:11]([CH3:14])([CH3:12])[CH3:13])[C@@:22]3([CH2:26][F:27])[S:23](=[O:25])(=[O:24])[C@@H:19]2[CH2:20][CH2:21]3)[CH:34]=1. The catalyst class is: 63. (8) The catalyst class is: 6. Product: [CH3:52][C:53]1[CH:54]=[C:55]([N:60]2[CH2:61][CH2:62][N:63]([C:35]3[N:40]=[CH:39][N:38]=[C:37]([NH:41][C:42]4[C:43]([CH3:51])=[C:44]([CH:48]=[CH:49][CH:50]=4)[C:45]([NH2:47])=[O:46])[N:36]=3)[CH2:64][CH2:65]2)[CH:56]=[CH:57][C:58]=1[CH3:59]. Reactant: ClC1N=C(Cl)N=CN=1.CN(C=O)C.C(N(C(C)C)C(C)C)C.NC1C(C)=C(C=CC=1)C(N)=O.Cl[C:35]1[N:40]=[CH:39][N:38]=[C:37]([NH:41][C:42]2[C:43]([CH3:51])=[C:44]([CH:48]=[CH:49][CH:50]=2)[C:45]([NH2:47])=[O:46])[N:36]=1.[CH3:52][C:53]1[CH:54]=[C:55]([N:60]2[CH2:65][CH2:64][NH:63][CH2:62][CH2:61]2)[CH:56]=[CH:57][C:58]=1[CH3:59]. (9) Reactant: Cl.Cl.[NH:3]1[CH2:8][CH2:7][NH:6][CH2:5][C@H:4]1[C:9]([OH:11])=[O:10].C([O-])([O-])=O.[K+].[K+].Cl[C:19]([O:21][CH2:22][C:23]1[CH:28]=[CH:27][CH:26]=[CH:25][CH:24]=1)=[O:20].Cl. Product: [CH2:22]([O:21][C:19]([N:6]1[CH2:7][CH2:8][NH:3][C@H:4]([C:9]([OH:11])=[O:10])[CH2:5]1)=[O:20])[C:23]1[CH:28]=[CH:27][CH:26]=[CH:25][CH:24]=1. The catalyst class is: 226.